Dataset: Full USPTO retrosynthesis dataset with 1.9M reactions from patents (1976-2016). Task: Predict the reactants needed to synthesize the given product. (1) The reactants are: [F:1][C:2]1[CH:3]=[C:4]([C:8]([CH3:13])([CH3:12])[C:9](O)=[O:10])[CH:5]=[CH:6][CH:7]=1.C(N(CC)CC)C.ClC(OCC)=O.[N-:27]=[N+:28]=[N-:29].[Na+]. Given the product [F:1][C:2]1[CH:3]=[C:4]([C:8]([CH3:13])([CH3:12])[C:9]([N:27]=[N+:28]=[N-:29])=[O:10])[CH:5]=[CH:6][CH:7]=1, predict the reactants needed to synthesize it. (2) Given the product [N:26]1[N:25]=[C:23]([C:22]2[CH:27]=[CH:28][C:19]([CH2:18][OH:17])=[CH:20][CH:21]=2)[N:8]2[C:2]=1[C:3]1[CH:16]=[CH:15][CH:14]=[CH:13][C:4]=1[NH:5][C:6]1[N:12]=[CH:11][CH:10]=[CH:9][C:7]2=1, predict the reactants needed to synthesize it. The reactants are: Cl[C:2]1[C:3]2[CH:16]=[CH:15][CH:14]=[CH:13][C:4]=2[NH:5][C:6]2[N:12]=[CH:11][CH:10]=[CH:9][C:7]=2[N:8]=1.[OH:17][CH2:18][C:19]1[CH:28]=[CH:27][C:22]([C:23]([NH:25][NH2:26])=O)=[CH:21][CH:20]=1.C(N(CC)CC)C. (3) Given the product [Cl:1][C:2]1[CH:3]=[CH:4][C:5]([S:8]([C:11]([CH3:16])([CH3:15])[C:12]#[N:14])(=[O:9])=[O:10])=[CH:6][CH:7]=1, predict the reactants needed to synthesize it. The reactants are: [Cl:1][C:2]1[CH:7]=[CH:6][C:5]([S:8]([C:11]([CH3:16])([CH3:15])[C:12]([NH2:14])=O)(=[O:10])=[O:9])=[CH:4][CH:3]=1. (4) Given the product [CH2:15]([O:17][C:18]([C:19]1[CH:24]=[C:23]2[CH:4]=[CH:3][NH:26][C:22]2=[N:21][C:20]=1[NH2:27])=[O:28])[CH3:16], predict the reactants needed to synthesize it. The reactants are: [B]1OC2[C:3](=[CH:4]C=CC=2)O1.C(OC#C)C.[CH2:15]([O:17][C:18](=[O:28])[C:19]1[CH:24]=[C:23](I)[C:22]([NH2:26])=[N:21][C:20]=1[NH2:27])[CH3:16].[OH-].[Na+].Cl. (5) Given the product [CH3:3][N:2]([N:4]=[CH:5][C:6]1[CH:11]=[CH:10][C:9]([C:12]([N:14]2[CH2:19][CH2:18][N:17]([S:20]([C:23]3[NH:24][C:25]4[C:30]([CH:31]=3)=[CH:29][C:28]([Cl:32])=[CH:27][CH:26]=4)(=[O:22])=[O:21])[CH2:16][CH:15]2[C:33]([OH:35])=[O:34])=[O:13])=[CH:8][CH:7]=1)[CH3:1], predict the reactants needed to synthesize it. The reactants are: [CH3:1][N:2]([N:4]=[CH:5][C:6]1[CH:11]=[CH:10][C:9]([C:12]([N:14]2[CH2:19][CH2:18][N:17]([S:20]([C:23]3[NH:24][C:25]4[C:30]([CH:31]=3)=[CH:29][C:28]([Cl:32])=[CH:27][CH:26]=4)(=[O:22])=[O:21])[CH2:16][CH:15]2[C:33]([O:35]C)=[O:34])=[O:13])=[CH:8][CH:7]=1)[CH3:3].O.O[Li].O.